This data is from NCI-60 drug combinations with 297,098 pairs across 59 cell lines. The task is: Regression. Given two drug SMILES strings and cell line genomic features, predict the synergy score measuring deviation from expected non-interaction effect. (1) Drug 1: C1=CC(=C2C(=C1NCCNCCO)C(=O)C3=C(C=CC(=C3C2=O)O)O)NCCNCCO. Drug 2: C1=NC2=C(N=C(N=C2N1C3C(C(C(O3)CO)O)O)F)N. Cell line: HT29. Synergy scores: CSS=33.6, Synergy_ZIP=1.28, Synergy_Bliss=0.441, Synergy_Loewe=-23.8, Synergy_HSA=-0.738. (2) Drug 1: C1C(C(OC1N2C=NC(=NC2=O)N)CO)O. Drug 2: C(CN)CNCCSP(=O)(O)O. Cell line: SW-620. Synergy scores: CSS=10.2, Synergy_ZIP=-3.81, Synergy_Bliss=-1.17, Synergy_Loewe=-23.8, Synergy_HSA=-4.70. (3) Drug 1: CC12CCC3C(C1CCC2O)C(CC4=C3C=CC(=C4)O)CCCCCCCCCS(=O)CCCC(C(F)(F)F)(F)F. Drug 2: C1CNP(=O)(OC1)N(CCCl)CCCl. Cell line: SK-OV-3. Synergy scores: CSS=-0.385, Synergy_ZIP=-0.453, Synergy_Bliss=-2.55, Synergy_Loewe=-0.860, Synergy_HSA=-2.11. (4) Drug 1: CN1CCC(CC1)COC2=C(C=C3C(=C2)N=CN=C3NC4=C(C=C(C=C4)Br)F)OC. Drug 2: CC(C)(C#N)C1=CC(=CC(=C1)CN2C=NC=N2)C(C)(C)C#N. Cell line: BT-549. Synergy scores: CSS=1.08, Synergy_ZIP=0.612, Synergy_Bliss=1.22, Synergy_Loewe=0.328, Synergy_HSA=-0.955. (5) Drug 1: CN(C)N=NC1=C(NC=N1)C(=O)N. Drug 2: C1=CC=C(C(=C1)C(C2=CC=C(C=C2)Cl)C(Cl)Cl)Cl. Cell line: SK-MEL-5. Synergy scores: CSS=1.32, Synergy_ZIP=-2.38, Synergy_Bliss=-0.109, Synergy_Loewe=-2.94, Synergy_HSA=-2.83.